Task: Predict the product of the given reaction.. Dataset: Forward reaction prediction with 1.9M reactions from USPTO patents (1976-2016) Given the reactants C([O:8][C:9]1[C:14]([C:15]([CH3:18])([CH3:17])[CH3:16])=[CH:13][CH:12]=[CH:11][C:10]=1[C:19]1[CH:24]=[CH:23][CH:22]=[C:21]([C:25]([C:27]2[CH:32]=[CH:31][CH:30]=[CH:29][N:28]=2)=[CH2:26])[CH:20]=1)C1C=CC=CC=1, predict the reaction product. The product is: [C:15]([C:14]1[CH:13]=[CH:12][CH:11]=[C:10]([C:19]2[CH:24]=[CH:23][CH:22]=[C:21]([CH:25]([C:27]3[CH:32]=[CH:31][CH:30]=[CH:29][N:28]=3)[CH3:26])[CH:20]=2)[C:9]=1[OH:8])([CH3:16])([CH3:17])[CH3:18].